This data is from Reaction yield outcomes from USPTO patents with 853,638 reactions. The task is: Predict the reaction yield, written as a fraction of the theoretical maximum amount of product (1.0 means a 100% yield; for example, 0.34 means a 34% yield). (1) The product is [Br:1][C:8]1[N:7]=[C:6]([N+:3]([O-:5])=[O:4])[C:11]([OH:12])=[CH:10][CH:9]=1. The reactants are [Br:1]Br.[N+:3]([C:6]1[C:11]([OH:12])=[CH:10][CH:9]=[CH:8][N:7]=1)([O-:5])=[O:4].O(C)[Na].CC(O)=O. The catalyst is CO. The yield is 0.280. (2) The reactants are Cl[C:2]1[CH:11]=[CH:10][C:9]2[C:4](=[CH:5][CH:6]=[C:7]([Cl:12])[CH:8]=2)[N:3]=1.[O:13]([CH2:20][CH2:21][NH2:22])[C:14]1[CH:19]=[CH:18][CH:17]=[CH:16][CH:15]=1. No catalyst specified. The product is [Cl:12][C:7]1[CH:8]=[C:9]2[C:4](=[CH:5][CH:6]=1)[N:3]=[C:2]([NH:22][CH2:21][CH2:20][O:13][C:14]1[CH:19]=[CH:18][CH:17]=[CH:16][CH:15]=1)[CH:11]=[CH:10]2. The yield is 0.730. (3) The reactants are [CH3:1][C@H:2]1[N:13]([CH3:14])[C:12](=[O:15])[C@H:11]([CH2:16][C:17](O)=[O:18])[CH2:10][CH:9]=[CH:8][CH2:7][CH2:6][C:5](=[O:20])[O:4][C@@H:3]1[C:21]1[CH:26]=[CH:25][CH:24]=[CH:23][CH:22]=1.[Cl:27][C:28]1[CH:33]=[CH:32][C:31]([CH2:34][NH2:35])=[CH:30][CH:29]=1.CO.C(Cl)Cl. The catalyst is C(Cl)Cl. The product is [Cl:27][C:28]1[CH:33]=[CH:32][C:31]([CH2:34][NH:35][C:17](=[O:18])[CH2:16][C@@H:11]2[CH2:10][CH:9]=[CH:8][CH2:7][CH2:6][C:5](=[O:20])[O:4][C@H:3]([C:21]3[CH:26]=[CH:25][CH:24]=[CH:23][CH:22]=3)[C@@H:2]([CH3:1])[N:13]([CH3:14])[C:12]2=[O:15])=[CH:30][CH:29]=1. The yield is 0.690. (4) The catalyst is CO.[Pd]. The yield is 0.990. The reactants are [CH3:1][O:2][C:3]1[C:4]([N:12]2[CH2:16][CH2:15][CH2:14][CH2:13]2)=[N:5][CH:6]=[C:7]([N+:9]([O-])=O)[CH:8]=1. The product is [CH3:1][O:2][C:3]1[CH:8]=[C:7]([NH2:9])[CH:6]=[N:5][C:4]=1[N:12]1[CH2:13][CH2:14][CH2:15][CH2:16]1. (5) The reactants are [N+:1](=[C:3]([C:8](=O)[CH2:9][O:10][CH3:11])[C:4]([O:6][CH3:7])=[O:5])=[N-:2].[NH4+]=[S:14]. No catalyst specified. The product is [CH3:11][O:10][CH2:9][C:8]1[S:14][N:2]=[N:1][C:3]=1[C:4]([O:6][CH3:7])=[O:5]. The yield is 0.850. (6) The reactants are CCN=C=NCCCN(C)C.[OH:12][CH2:13][C:14]1[N:18]2[C:19](=[O:35])[N:20]([CH:22]3[CH2:27][CH2:26][N:25]([C:28]([O:30][C:31]([CH3:34])([CH3:33])[CH3:32])=[O:29])[CH2:24][CH2:23]3)[CH2:21][C:17]2=[CH:16][N:15]=1.[C:36]([NH:39][CH2:40][CH2:41][CH2:42][C:43](O)=[O:44])(=[O:38])[CH3:37].CN(C1C=CC=CN=1)C. The catalyst is ClCCl.C(#N)C. The product is [C:36]([NH:39][CH2:40][CH2:41][CH2:42][C:43]([O:12][CH2:13][C:14]1[N:18]2[C:19](=[O:35])[N:20]([CH:22]3[CH2:23][CH2:24][N:25]([C:28]([O:30][C:31]([CH3:32])([CH3:34])[CH3:33])=[O:29])[CH2:26][CH2:27]3)[CH2:21][C:17]2=[CH:16][N:15]=1)=[O:44])(=[O:38])[CH3:37]. The yield is 0.680. (7) The product is [F:1][C:2]1[CH:7]=[CH:6][C:5]([CH2:8][C:9]2[CH:18]=[C:17]3[C:12]([C:13]([O-:28])=[C:14]([C:21]([NH:23][C@@H:24]([CH3:27])[CH2:25][OH:26])=[O:22])[C:15](=[O:20])[N:16]3[CH3:19])=[N:11][CH:10]=2)=[CH:4][CH:3]=1.[Na+:30]. The yield is 0.720. No catalyst specified. The reactants are [F:1][C:2]1[CH:7]=[CH:6][C:5]([CH2:8][C:9]2[CH:18]=[C:17]3[C:12]([C:13]([OH:28])=[C:14]([C:21]([NH:23][C@@H:24]([CH3:27])[CH2:25][OH:26])=[O:22])[C:15](=[O:20])[N:16]3[CH3:19])=[N:11][CH:10]=2)=[CH:4][CH:3]=1.[OH-].[Na+:30].